Dataset: NCI-60 drug combinations with 297,098 pairs across 59 cell lines. Task: Regression. Given two drug SMILES strings and cell line genomic features, predict the synergy score measuring deviation from expected non-interaction effect. Drug 2: C1=NC2=C(N=C(N=C2N1C3C(C(C(O3)CO)O)O)F)N. Synergy scores: CSS=24.4, Synergy_ZIP=1.07, Synergy_Bliss=0.848, Synergy_Loewe=-4.62, Synergy_HSA=0.806. Drug 1: C1=C(C(=O)NC(=O)N1)N(CCCl)CCCl. Cell line: SF-295.